Dataset: Full USPTO retrosynthesis dataset with 1.9M reactions from patents (1976-2016). Task: Predict the reactants needed to synthesize the given product. (1) Given the product [C:12]([O:11][C:9]([NH:1][C:2]1[CH:7]=[CH:6][CH:5]=[C:4]([CH3:8])[N:3]=1)=[O:10])([CH3:15])([CH3:14])[CH3:13], predict the reactants needed to synthesize it. The reactants are: [NH2:1][C:2]1[CH:7]=[CH:6][CH:5]=[C:4]([CH3:8])[N:3]=1.[C:9](O[C:9]([O:11][C:12]([CH3:15])([CH3:14])[CH3:13])=[O:10])([O:11][C:12]([CH3:15])([CH3:14])[CH3:13])=[O:10]. (2) Given the product [C:10]([C:5]1[CH:4]=[C:3]([C:1]#[N:2])[CH:8]=[CH:7][N:6]=1)([CH3:14])([CH3:11])[CH3:9], predict the reactants needed to synthesize it. The reactants are: [C:1]([C:3]1[CH:8]=[CH:7][N:6]=[CH:5][CH:4]=1)#[N:2].[CH3:9][C:10](C)([CH3:14])[C:11](O)=O.[NH4+].[NH4+].[O-]S(OOS([O-])(=O)=O)(=O)=O. (3) Given the product [C:11]([O:15][C:16]([N:18]1[CH2:23][CH2:22][C:21]([CH3:30])([CH2:24][O:8][C:3]2[CH:4]=[CH:5][CH:6]=[CH:7][C:2]=2[CH3:1])[CH2:20][CH2:19]1)=[O:17])([CH3:14])([CH3:12])[CH3:13], predict the reactants needed to synthesize it. The reactants are: [CH3:1][C:2]1[CH:7]=[CH:6][CH:5]=[CH:4][C:3]=1[OH:8].[H-].[Na+].[C:11]([O:15][C:16]([N:18]1[CH2:23][CH2:22][C:21]([CH3:30])([CH2:24]OS(C)(=O)=O)[CH2:20][CH2:19]1)=[O:17])([CH3:14])([CH3:13])[CH3:12].O. (4) The reactants are: [Cl:1][C:2]1[CH:9]=[C:8]([Cl:10])[CH:7]=[CH:6][C:3]=1[CH2:4]Cl.[H-].[Na+].[F:13][C:14]([F:23])([F:22])[CH2:15][CH2:16][CH:17]([C:20]#[N:21])[C:18]#[N:19]. Given the product [Cl:1][C:2]1[CH:9]=[C:8]([Cl:10])[CH:7]=[CH:6][C:3]=1[CH2:4][C:17]([CH2:16][CH2:15][C:14]([F:13])([F:22])[F:23])([C:18]#[N:19])[C:20]#[N:21], predict the reactants needed to synthesize it.